Dataset: Catalyst prediction with 721,799 reactions and 888 catalyst types from USPTO. Task: Predict which catalyst facilitates the given reaction. (1) Reactant: [S:1]1[C:5]2[CH:6]=[CH:7][CH:8]=[CH:9][C:4]=2[N:3]=[C:2]1[C:10]1[C:19]([N:20]2[CH2:24][CH2:23][CH2:22][C@@H:21]2[CH3:25])=[N:18][C:17]2[C:12](=[CH:13][CH:14]=[C:15]([C:26]([O:28]C)=[O:27])[CH:16]=2)[N:11]=1.[OH-].[Na+].O. Product: [S:1]1[C:5]2[CH:6]=[CH:7][CH:8]=[CH:9][C:4]=2[N:3]=[C:2]1[C:10]1[C:19]([N:20]2[CH2:24][CH2:23][CH2:22][C@@H:21]2[CH3:25])=[N:18][C:17]2[C:12](=[CH:13][CH:14]=[C:15]([C:26]([OH:28])=[O:27])[CH:16]=2)[N:11]=1. The catalyst class is: 7. (2) Reactant: [CH2:1]([O:3][C:4]([CH:6]1[C:18]2[NH:17][C:16]3[C:11](=[CH:12][CH:13]=[CH:14][CH:15]=3)[C:10]=2[CH2:9][CH2:8][NH:7]1)=[O:5])[CH3:2].[F:19][C:20]1[CH:28]=[CH:27][C:23]([C:24](Cl)=[O:25])=[CH:22][CH:21]=1.C(N(C(C)C)CC)(C)C. Product: [CH2:1]([O:3][C:4]([CH:6]1[C:18]2[NH:17][C:16]3[C:11](=[CH:12][CH:13]=[CH:14][CH:15]=3)[C:10]=2[CH2:9][CH2:8][N:7]1[C:24](=[O:25])[C:23]1[CH:27]=[CH:28][C:20]([F:19])=[CH:21][CH:22]=1)=[O:5])[CH3:2]. The catalyst class is: 864. (3) Reactant: CO[CH:3]=[C:4]1[C:13]2[C:8](=[CH:9][CH:10]=[CH:11][CH:12]=2)[C:7](=[O:14])[NH:6][C:5]1=[O:15].[NH2:16][C:17]1[CH:24]=[CH:23][C:20]([CH2:21][OH:22])=[CH:19][CH:18]=1. Product: [OH:22][CH2:21][C:20]1[CH:23]=[CH:24][C:17]([NH:16][CH:3]=[C:4]2[C:13]3[C:8](=[CH:9][CH:10]=[CH:11][CH:12]=3)[C:7](=[O:14])[NH:6][C:5]2=[O:15])=[CH:18][CH:19]=1. The catalyst class is: 9. (4) Reactant: [O-]CC.[Na+].[C:5]([O:9][C:10](=[O:38])[NH:11][CH2:12][C:13]([NH:15][C:16]1[C:20]([C:21](=[O:23])[NH2:22])=[C:19]([NH:24][C:25]2[CH:30]=[CH:29][CH:28]=[CH:27][CH:26]=2)[N:18]([CH2:31][C:32]2[CH:37]=[CH:36][CH:35]=[CH:34][CH:33]=2)[N:17]=1)=O)([CH3:8])([CH3:7])[CH3:6]. Product: [CH2:31]([N:18]1[C:19]([NH:24][C:25]2[CH:30]=[CH:29][CH:28]=[CH:27][CH:26]=2)=[C:20]2[C:16]([N:15]=[C:13]([CH2:12][NH:11][C:10](=[O:38])[O:9][C:5]([CH3:6])([CH3:7])[CH3:8])[NH:22][C:21]2=[O:23])=[N:17]1)[C:32]1[CH:33]=[CH:34][CH:35]=[CH:36][CH:37]=1. The catalyst class is: 823. (5) Reactant: [C:1]([O:5][C:6](=[O:39])[NH:7][CH:8]1[CH2:17][C:16]2[C:11](=[CH:12][CH:13]=[C:14]([Sn](CCCC)(CCCC)CCCC)[CH:15]=2)[N:10]([CH2:31][C:32]2[CH:37]=[CH:36][CH:35]=[CH:34][CH:33]=2)[C:9]1=[O:38])([CH3:4])([CH3:3])[CH3:2].Br[C:41]1[CH:45]=[CH:44][S:43][CH:42]=1. Product: [C:1]([O:5][C:6](=[O:39])[NH:7][CH:8]1[CH2:17][C:16]2[C:11](=[CH:12][CH:13]=[C:14]([C:41]3[CH:45]=[CH:44][S:43][CH:42]=3)[CH:15]=2)[N:10]([CH2:31][C:32]2[CH:33]=[CH:34][CH:35]=[CH:36][CH:37]=2)[C:9]1=[O:38])([CH3:3])([CH3:4])[CH3:2]. The catalyst class is: 176.